This data is from Peptide-MHC class II binding affinity with 134,281 pairs from IEDB. The task is: Regression. Given a peptide amino acid sequence and an MHC pseudo amino acid sequence, predict their binding affinity value. This is MHC class II binding data. The peptide sequence is FEAAFNDAIKASTGG. The MHC is HLA-DQA10102-DQB10602 with pseudo-sequence HLA-DQA10102-DQB10602. The binding affinity (normalized) is 0.592.